Dataset: Peptide-MHC class I binding affinity with 185,985 pairs from IEDB/IMGT. Task: Regression. Given a peptide amino acid sequence and an MHC pseudo amino acid sequence, predict their binding affinity value. This is MHC class I binding data. (1) The peptide sequence is MVNHSTYYVH. The MHC is HLA-A03:01 with pseudo-sequence HLA-A03:01. The binding affinity (normalized) is 0.147. (2) The peptide sequence is WCSQTDYQY. The binding affinity (normalized) is 0. The MHC is HLA-A26:01 with pseudo-sequence HLA-A26:01. (3) The peptide sequence is AFSYMDDVVL. The MHC is Patr-A0701 with pseudo-sequence Patr-A0701. The binding affinity (normalized) is 0.229. (4) The peptide sequence is KCLNIMLGK. The MHC is HLA-A33:01 with pseudo-sequence HLA-A33:01. The binding affinity (normalized) is 0.0439.